This data is from Peptide-MHC class I binding affinity with 185,985 pairs from IEDB/IMGT. The task is: Regression. Given a peptide amino acid sequence and an MHC pseudo amino acid sequence, predict their binding affinity value. This is MHC class I binding data. The peptide sequence is RSFRIHILF. The MHC is HLA-C15:02 with pseudo-sequence HLA-C15:02. The binding affinity (normalized) is 0.589.